From a dataset of Catalyst prediction with 721,799 reactions and 888 catalyst types from USPTO. Predict which catalyst facilitates the given reaction. (1) Reactant: ClCCl.Cl.Cl.[NH2:6][CH2:7][C:8]1[CH:13]=[CH:12][C:11]([C:14]2[NH:18][C:17]([C@H:19]3[N:27]4[C:22](=[CH:23][C:24]([C:29]5[CH:34]=[C:33]([Cl:35])[CH:32]=[CH:31][C:30]=5[N:36]5[CH:40]=[N:39][N:38]=[N:37]5)=[CH:25][C:26]4=[O:28])[CH2:21][CH2:20]3)=[N:16][CH:15]=2)=[CH:10][CH:9]=1.[CH2:41]([N:43]=[C:44]=[O:45])[CH3:42]. Product: [Cl:35][C:33]1[CH:32]=[CH:31][C:30]([N:36]2[CH:40]=[N:39][N:38]=[N:37]2)=[C:29]([C:24]2[CH:23]=[C:22]3[N:27]([C@H:19]([C:17]4[NH:18][C:14]([C:11]5[CH:10]=[CH:9][C:8]([CH2:7][NH:6][C:44]([NH:43][CH2:41][CH3:42])=[O:45])=[CH:13][CH:12]=5)=[CH:15][N:16]=4)[CH2:20][CH2:21]3)[C:26](=[O:28])[CH:25]=2)[CH:34]=1. The catalyst class is: 6. (2) Reactant: [CH:1]12[O:6][CH:2]1[CH2:3][CH2:4][CH2:5]2.[N-:7]=[N+:8]=[N-:9].[Na+].[NH4+].[Cl-]. Product: [N:7]([C@@H:1]1[CH2:5][CH2:4][CH2:3][C@H:2]1[OH:6])=[N+:8]=[N-:9]. The catalyst class is: 24. (3) Reactant: [C:1]([N:4]1[C:8]([CH:9]([CH3:11])[CH3:10])=[C:7]([CH2:12][C:13]2[CH:18]=[CH:17][CH:16]=[CH:15][CH:14]=2)[C:6](=[O:19])[NH:5]1)(=[O:3])[CH3:2].C(=O)([O-])[O-].[K+].[K+].[C:26]([O:32][C@@H:33]1[C@@H:38]([O:39][C:40](=[O:45])[C:41]([CH3:44])([CH3:43])[CH3:42])[C@H:37]([O:46][C:47](=[O:52])[C:48]([CH3:51])([CH3:50])[CH3:49])[C@@H:36]([CH2:53][O:54][C:55](=[O:60])[C:56]([CH3:59])([CH3:58])[CH3:57])[O:35][C@H:34]1Br)(=[O:31])[C:27]([CH3:30])([CH3:29])[CH3:28]. Product: [C:1]([N:4]1[C:8]([CH:9]([CH3:11])[CH3:10])=[C:7]([CH2:12][C:13]2[CH:14]=[CH:15][CH:16]=[CH:17][CH:18]=2)[C:6]([O:19][C@@H:34]2[O:35][C@H:36]([CH2:53][O:54][C:55](=[O:60])[C:56]([CH3:59])([CH3:58])[CH3:57])[C@@H:37]([O:46][C:47](=[O:52])[C:48]([CH3:49])([CH3:50])[CH3:51])[C@H:38]([O:39][C:40](=[O:45])[C:41]([CH3:42])([CH3:43])[CH3:44])[C@H:33]2[O:32][C:26](=[O:31])[C:27]([CH3:30])([CH3:28])[CH3:29])=[N:5]1)(=[O:3])[CH3:2]. The catalyst class is: 10. (4) Reactant: [Cl:1][C:2]1[N:7]=[N:6][C:5]([N:8]2[CH:12]=[C:11]([C:13]3[C:21]4[C:16](=[CH:17][C:18]([F:22])=[CH:19][CH:20]=4)[N:15](S(C4C=CC=CC=4)(=O)=O)[CH:14]=3)[CH:10]=[N:9]2)=[CH:4][CH:3]=1.[OH-].[Na+]. Product: [Cl:1][C:2]1[N:7]=[N:6][C:5]([N:8]2[CH:12]=[C:11]([C:13]3[C:21]4[C:16](=[CH:17][C:18]([F:22])=[CH:19][CH:20]=4)[NH:15][CH:14]=3)[CH:10]=[N:9]2)=[CH:4][CH:3]=1. The catalyst class is: 1. (5) Reactant: [OH-].[Na+].[CH2:3]([NH:10][CH2:11][CH2:12][OH:13])[C:4]1[CH:9]=[CH:8][CH:7]=[CH:6][CH:5]=1.Cl[CH2:15][C:16](Cl)=[O:17].Cl.[Cl:20][CH2:21]Cl. Product: [CH2:3]([N:10]([CH2:11][CH2:12][OH:13])[C:16](=[O:17])[CH2:15][CH2:21][Cl:20])[C:4]1[CH:9]=[CH:8][CH:7]=[CH:6][CH:5]=1. The catalyst class is: 6.